Dataset: Reaction yield outcomes from USPTO patents with 853,638 reactions. Task: Predict the reaction yield, written as a fraction of the theoretical maximum amount of product (1.0 means a 100% yield; for example, 0.34 means a 34% yield). (1) The reactants are [NH:1]1[C:9]2[C:4](=[CH:5][CH:6]=[CH:7][CH:8]=2)[C:3]([CH:10]=[O:11])=[CH:2]1.[H-].[Na+].[CH2:14](Br)[C:15]1[CH:20]=[CH:19][CH:18]=[CH:17][CH:16]=1. The product is [CH2:14]([N:1]1[C:9]2[C:4](=[CH:5][CH:6]=[CH:7][CH:8]=2)[C:3]([CH:10]=[O:11])=[CH:2]1)[C:15]1[CH:20]=[CH:19][CH:18]=[CH:17][CH:16]=1. The catalyst is CS(C)=O.C(OCC)(=O)C.[NH4+].[Cl-]. The yield is 0.310. (2) The reactants are [Cl:1][C:2]1[CH:10]=[C:9]2[C:5]([CH:6]=[C:7]([C:11](=[O:28])[NH:12][CH:13]([C:18]3[CH:23]=[CH:22][CH:21]=[C:20]([C:24]([F:27])([F:26])[F:25])[CH:19]=3)[C:14]([F:17])([F:16])[F:15])[NH:8]2)=[CH:4][C:3]=1[CH2:29][NH:30][C:31](=[O:37])[O:32][C:33]([CH3:36])([CH3:35])[CH3:34].[H-].[Na+].I[CH2:41][CH3:42].O. The catalyst is CN(C)C=O.C(OCC)(=O)C. The product is [Cl:1][C:2]1[CH:10]=[C:9]2[C:5]([CH:6]=[C:7]([C:11](=[O:28])[NH:12][CH:13]([C:18]3[CH:23]=[CH:22][CH:21]=[C:20]([C:24]([F:25])([F:27])[F:26])[CH:19]=3)[C:14]([F:16])([F:17])[F:15])[N:8]2[CH2:41][CH3:42])=[CH:4][C:3]=1[CH2:29][NH:30][C:31](=[O:37])[O:32][C:33]([CH3:34])([CH3:36])[CH3:35]. The yield is 0.600. (3) The reactants are [CH2:1]([O:8][C:9]1[CH:14]=[C:13]([N:15]([CH2:21][CH2:22][CH2:23][CH3:24])[CH2:16][CH2:17][CH2:18][CH2:19][OH:20])[CH:12]=[CH:11][C:10]=1[CH:25]=[CH:26][C:27]1[S:31][C:30]([CH:32]=O)=[CH:29][CH:28]=1)[C:2]1[CH:7]=[CH:6][CH:5]=[CH:4][CH:3]=1.[C:34]([C:36]1[C:37](=[C:47]([C:50]#[N:51])[C:48]#[N:49])[O:38][C:39]([CH3:46])([C:42]([F:45])([F:44])[F:43])[C:40]=1[CH3:41])#[N:35]. The catalyst is C(O)C. The product is [CH2:1]([O:8][C:9]1[CH:14]=[C:13]([N:15]([CH2:21][CH2:22][CH2:23][CH3:24])[CH2:16][CH2:17][CH2:18][CH2:19][OH:20])[CH:12]=[CH:11][C:10]=1[CH:25]=[CH:26][C:27]1[S:31][C:30]([CH:32]=[CH:41][C:40]2[C:39]([CH3:46])([C:42]([F:45])([F:43])[F:44])[O:38][C:37](=[C:47]([C:48]#[N:49])[C:50]#[N:51])[C:36]=2[C:34]#[N:35])=[CH:29][CH:28]=1)[C:2]1[CH:3]=[CH:4][CH:5]=[CH:6][CH:7]=1. The yield is 0.738. (4) The reactants are FC(F)(F)C(O)=O.[NH2:8][C@@H:9]([CH2:16][CH2:17][C:18]1[CH:23]=[CH:22][CH:21]=[CH:20][CH:19]=1)/[CH:10]=[CH:11]/[C:12]([O:14][CH3:15])=[O:13].[C:24]([O:28][C:29]([NH:31][C@H:32]([C:34](O)=[O:35])[CH3:33])=[O:30])([CH3:27])([CH3:26])[CH3:25].CCN=C=NCCCN(C)C.C1C=CC2N(O)N=NC=2C=1.CN1CCOCC1. The catalyst is CN(C=O)C.O. The product is [CH3:26][C:24]([O:28][C:29]([NH:31][C@H:32]([C:34]([NH:8][C@@H:9]([CH2:16][CH2:17][C:18]1[CH:19]=[CH:20][CH:21]=[CH:22][CH:23]=1)/[CH:10]=[CH:11]/[C:12]([O:14][CH3:15])=[O:13])=[O:35])[CH3:33])=[O:30])([CH3:25])[CH3:27]. The yield is 0.880. (5) The reactants are Cl.[CH3:2][O:3][C:4]1[CH:9]=[CH:8][C:7]([NH:10][NH2:11])=[CH:6][CH:5]=1.C(N(CC)CC)C.[C:19]([CH2:25][C:26]#[N:27])(=O)[C:20]([CH3:23])([CH3:22])[CH3:21]. The catalyst is C1(C)C=CC=CC=1. The product is [C:20]([C:19]1[CH:25]=[C:26]([NH2:27])[N:10]([C:7]2[CH:8]=[CH:9][C:4]([O:3][CH3:2])=[CH:5][CH:6]=2)[N:11]=1)([CH3:23])([CH3:22])[CH3:21]. The yield is 0.700. (6) The reactants are [BH4-].[Na+].C[CH2:4][N:5]([CH:9]([CH3:11])[CH3:10])[CH:6](C)C.O.O.O.[Cl-].[CH3:16][C:17]1[SH+:18][CH:19]=[CH:20][CH:21]=[CH:22][CH:23]=[CH:24][CH:25]=1.[BH4-].[Na+].[C:28]([O:31]C(=O)C)(=O)[CH3:29].C[CH2:36][N:37]([CH:41](C)C)C(C)C.C(#[N:46])C. No catalyst specified. The product is [CH3:36][N:37]([CH3:41])[C:24]1[CH:23]=[CH:22][C:16]2[N:46]([C:28](=[O:31])[CH3:29])[C:20]3[C:19]([S:18][C:17]=2[CH:25]=1)=[CH:11][C:9]([N:5]([CH3:4])[CH3:6])=[CH:10][CH:21]=3. The yield is 0.520. (7) The reactants are [NH2:1][C@@H:2]1[CH2:13][CH:12]=[CH:11][CH2:10][CH2:9][C:8](=[O:14])[O:7][C@H:6]([C:15]2[CH:20]=[CH:19][CH:18]=[CH:17][CH:16]=2)[C@@H:5]([CH3:21])[N:4]([CH3:22])[C:3]1=[O:23].C(N(CC)CC)C.[C:31](OC(=O)C)(=[O:33])[CH3:32]. The catalyst is CN(C=O)C. The product is [CH3:21][C@H:5]1[N:4]([CH3:22])[C:3](=[O:23])[C@H:2]([NH:1][C:31](=[O:33])[CH3:32])[CH2:13][CH:12]=[CH:11][CH2:10][CH2:9][C:8](=[O:14])[O:7][C@@H:6]1[C:15]1[CH:20]=[CH:19][CH:18]=[CH:17][CH:16]=1. The yield is 0.650.